Dataset: Forward reaction prediction with 1.9M reactions from USPTO patents (1976-2016). Task: Predict the product of the given reaction. (1) The product is: [OH:13][C:14]1[C:19]2[CH2:20][C@@H:21]3[C:26]([CH3:27])([CH3:28])[C@:25]([CH3:29])([C:18]=2[CH:17]=[CH:16][C:15]=1[C:6]#[N:7])[CH2:24][CH2:23][N:22]3[C:30]([N:32]1[CH2:37][CH2:36][CH2:35][CH2:34][CH2:33]1)=[O:31]. Given the reactants B(Cl)(Cl)Cl.S(C)[C:6]#[N:7].[Cl-].[Al+3].[Cl-].[Cl-].[OH:13][C:14]1[C:19]2[CH2:20][C@@H:21]3[C:26]([CH3:28])([CH3:27])[C@:25]([CH3:29])([C:18]=2[CH:17]=[CH:16][CH:15]=1)[CH2:24][CH2:23][N:22]3[C:30]([N:32]1[CH2:37][CH2:36][CH2:35][CH2:34][CH2:33]1)=[O:31].[OH-].[Na+], predict the reaction product. (2) Given the reactants [Cl:1][C:2]1[N:7]=[C:6](Cl)[C:5]([CH:9]([NH:11][C:12]2[CH:17]=[CH:16][C:15]([O:18][CH3:19])=[CH:14][CH:13]=2)[CH3:10])=[CH:4][N:3]=1.[C:20]([C:22]1[CH:23]=[C:24]([N:28]=[C:29]=[O:30])[CH:25]=[CH:26][CH:27]=1)#[N:21].CC(C)([O-])C.[K+], predict the reaction product. The product is: [Cl:1][C:2]1[N:7]=[C:6]2[N:28]([C:24]3[CH:23]=[C:22]([CH:27]=[CH:26][CH:25]=3)[C:20]#[N:21])[C:29](=[O:30])[N:11]([C:12]3[CH:17]=[CH:16][C:15]([O:18][CH3:19])=[CH:14][CH:13]=3)[CH:9]([CH3:10])[C:5]2=[CH:4][N:3]=1. (3) The product is: [C:21]([C:5]1[O:1][C:2]([C:6]([OH:11])([CH2:9][CH3:10])[CH2:7][CH3:8])=[CH:3][CH:4]=1)([OH:23])=[O:22]. Given the reactants [O:1]1[CH:5]=[CH:4][CH:3]=[C:2]1[C:6]([OH:11])([CH2:9][CH3:10])[CH2:7][CH3:8].C1COCC1.N[C@H]([C:21]([OH:23])=[O:22])C[SeH].[Li]CCCC.Cl, predict the reaction product. (4) Given the reactants [NH2:1][C@H:2]1[CH2:6][CH2:5][N:4]([C@H:7]2[CH2:12][CH2:11][C@@H:10]([N:13]([CH:15]([CH3:17])[CH3:16])[CH3:14])[CH2:9][C@H:8]2[CH2:18][CH2:19][CH3:20])[C:3]1=[O:21].C(N(CC)CC)C.Cl[C:30]1[C:39]2[C:34](=[CH:35][CH:36]=[C:37]([C:40]([F:43])([F:42])[F:41])[CH:38]=2)[N:33]=[CH:32][N:31]=1, predict the reaction product. The product is: [CH:15]([N:13]([CH3:14])[C@@H:10]1[CH2:11][CH2:12][C@H:7]([N:4]2[CH2:5][CH2:6][C@H:2]([NH:1][C:30]3[C:39]4[C:34](=[CH:35][CH:36]=[C:37]([C:40]([F:42])([F:43])[F:41])[CH:38]=4)[N:33]=[CH:32][N:31]=3)[C:3]2=[O:21])[C@H:8]([CH2:18][CH2:19][CH3:20])[CH2:9]1)([CH3:16])[CH3:17]. (5) Given the reactants [Cl:1][C:2]1[CH:9]=[CH:8][C:5]([CH2:6][OH:7])=[CH:4][CH:3]=1.[C:10](Cl)([Cl:12])=[O:11], predict the reaction product. The product is: [Cl:12][C:10]([O:7][CH2:6][C:5]1[CH:8]=[CH:9][C:2]([Cl:1])=[CH:3][CH:4]=1)=[O:11]. (6) The product is: [NH:36]1[C:1]([C:3]2[N:8]=[CH:7][C:6]([C:9]([NH:11][CH:12]3[CH2:17][CH2:16][C:15](=[CH:18][C:19]4[CH:24]=[CH:23][CH:22]=[C:21]([O:25][C:26]5[CH:31]=[CH:30][C:29]([C:32]([F:34])([F:35])[F:33])=[CH:28][N:27]=5)[CH:20]=4)[CH2:14][CH2:13]3)=[O:10])=[CH:5][CH:4]=2)=[N:2][N:38]=[N:37]1. Given the reactants [C:1]([C:3]1[N:8]=[CH:7][C:6]([C:9]([NH:11][CH:12]2[CH2:17][CH2:16][C:15](=[CH:18][C:19]3[CH:24]=[CH:23][CH:22]=[C:21]([O:25][C:26]4[CH:31]=[CH:30][C:29]([C:32]([F:35])([F:34])[F:33])=[CH:28][N:27]=4)[CH:20]=3)[CH2:14][CH2:13]2)=[O:10])=[CH:5][CH:4]=1)#[N:2].[N-:36]=[N+:37]=[N-:38].[Na+].[Cl-].[NH4+].[Cl-].[Li+], predict the reaction product. (7) Given the reactants [CH3:1][C:2]1[C:7]([C:8]2[O:9][C:10]3[CH:16]=[CH:15][C:14]([C:17]#[N:18])=[CH:13][C:11]=3[CH:12]=2)=[CH:6][CH:5]=[CH:4][N:3]=1.[H-].[H-].[H-].[H-].[Li+].[Al+3], predict the reaction product. The product is: [CH3:1][C:2]1[C:7]([C:8]2[O:9][C:10]3[CH:16]=[CH:15][C:14]([CH2:17][NH2:18])=[CH:13][C:11]=3[CH:12]=2)=[CH:6][CH:5]=[CH:4][N:3]=1.